From a dataset of Forward reaction prediction with 1.9M reactions from USPTO patents (1976-2016). Predict the product of the given reaction. (1) The product is: [C:22]([C:19]1[S:18][C:17]([NH:16][C:14](=[O:15])[CH:13]([C:10]2[CH:11]=[CH:12][C:7]([S:4]([CH:1]3[CH2:3][CH2:2]3)(=[O:5])=[O:6])=[CH:8][CH:9]=2)[CH2:24][CH:25]2[CH2:30][CH2:29][O:28][CH2:27][CH2:26]2)=[N:21][CH:20]=1)#[N:31]. Given the reactants [CH:1]1([S:4]([C:7]2[CH:12]=[CH:11][C:10]([CH:13]([CH2:24][CH:25]3[CH2:30][CH2:29][O:28][CH2:27][CH2:26]3)[C:14]([NH:16][C:17]3[S:18][C:19]([CH:22]=O)=[CH:20][N:21]=3)=[O:15])=[CH:9][CH:8]=2)(=[O:6])=[O:5])[CH2:3][CH2:2]1.[NH2:31]O.Cl.CC(OC(C)=O)=O, predict the reaction product. (2) The product is: [CH2:27]([N:7]1[C:8]2[CH:9]=[CH:10][C:2]([F:1])=[CH:3][C:4]=2[C:5]2[N:13]([CH:14]3[CH2:19][CH2:18][CH2:17][CH2:16][O:15]3)[N:12]=[CH:11][C:6]1=2)[C:28]1[CH:33]=[CH:32][CH:31]=[CH:30][CH:29]=1. Given the reactants [F:1][C:2]1[CH:10]=[CH:9][C:8]2[NH:7][C:6]3[CH:11]=[N:12][N:13]([CH:14]4[CH2:19][CH2:18][CH2:17][CH2:16][O:15]4)[C:5]=3[C:4]=2[CH:3]=1.[OH-].[K+].CC(C)=O.Br[CH2:27][C:28]1[CH:33]=[CH:32][CH:31]=[CH:30][CH:29]=1, predict the reaction product. (3) Given the reactants [Cl:1][C:2]1[CH:3]=[C:4]([OH:23])[CH:5]=[CH:6][C:7]=1[CH:8]([CH3:22])[C:9]([OH:21])([C:14]1[CH:19]=[CH:18][N:17]=[C:16]([CH3:20])[CH:15]=1)[C:10]([F:13])([F:12])[F:11].[H-].[Na+].[CH2:26]([O:28][C:29](=[O:38])[C:30]1[CH:35]=[CH:34][C:33]([CH2:36]Br)=[CH:32][CH:31]=1)[CH3:27], predict the reaction product. The product is: [CH2:26]([O:28][C:29](=[O:38])[C:30]1[CH:35]=[CH:34][C:33]([CH2:36][O:23][C:4]2[CH:5]=[CH:6][C:7]([CH:8]([CH3:22])[C:9]([OH:21])([C:14]3[CH:19]=[CH:18][N:17]=[C:16]([CH3:20])[CH:15]=3)[C:10]([F:13])([F:11])[F:12])=[C:2]([Cl:1])[CH:3]=2)=[CH:32][CH:31]=1)[CH3:27]. (4) Given the reactants [C:1]1([C:7]2[N:8]=[CH:9][NH:10][C:11]=2[CH:12]=[O:13])[CH:6]=[CH:5][CH:4]=[CH:3][CH:2]=1.Cl[CH2:15][C:16]([O:18][C:19]([CH3:22])([CH3:21])[CH3:20])=[O:17], predict the reaction product. The product is: [CH3:4][CH2:3][CH2:2][CH:1]([CH3:7])[CH3:6].[CH:12]([C:11]1[N:10]([CH2:15][C:16]([O:18][C:19]([CH3:22])([CH3:21])[CH3:20])=[O:17])[CH:9]=[N:8][C:7]=1[C:1]1[CH:2]=[CH:3][CH:4]=[CH:5][CH:6]=1)=[O:13]. (5) Given the reactants [NH:1]1[C:5]2[CH:6]=[CH:7][CH:8]=[CH:9][C:4]=2[NH:3][CH:2]1[CH2:10][C:11]#[N:12].[C:13](O[C:13]([O:15][C:16]([CH3:19])([CH3:18])[CH3:17])=[O:14])([O:15][C:16]([CH3:19])([CH3:18])[CH3:17])=[O:14].C(N(CC)CC)C, predict the reaction product. The product is: [C:16]([O:15][C:13]([N:1]1[C:5]2[CH:6]=[CH:7][CH:8]=[CH:9][C:4]=2[NH:3][CH:2]1[CH2:10][C:11]#[N:12])=[O:14])([CH3:19])([CH3:18])[CH3:17].